From a dataset of NCI-60 drug combinations with 297,098 pairs across 59 cell lines. Regression. Given two drug SMILES strings and cell line genomic features, predict the synergy score measuring deviation from expected non-interaction effect. (1) Drug 1: CC1=C(C=C(C=C1)C(=O)NC2=CC(=CC(=C2)C(F)(F)F)N3C=C(N=C3)C)NC4=NC=CC(=N4)C5=CN=CC=C5. Drug 2: CNC(=O)C1=NC=CC(=C1)OC2=CC=C(C=C2)NC(=O)NC3=CC(=C(C=C3)Cl)C(F)(F)F. Cell line: HCT116. Synergy scores: CSS=-1.85, Synergy_ZIP=8.67, Synergy_Bliss=9.81, Synergy_Loewe=-0.872, Synergy_HSA=-3.30. (2) Drug 1: C1CC(C1)(C(=O)O)C(=O)O.[NH2-].[NH2-].[Pt+2]. Drug 2: CCN(CC)CCNC(=O)C1=C(NC(=C1C)C=C2C3=C(C=CC(=C3)F)NC2=O)C. Cell line: SN12C. Synergy scores: CSS=12.5, Synergy_ZIP=-9.67, Synergy_Bliss=-11.8, Synergy_Loewe=-8.38, Synergy_HSA=-8.37. (3) Drug 1: C1=CC(=CC=C1CC(C(=O)O)N)N(CCCl)CCCl.Cl. Drug 2: C1=NC2=C(N=C(N=C2N1C3C(C(C(O3)CO)O)F)Cl)N. Cell line: A549. Synergy scores: CSS=29.3, Synergy_ZIP=-5.72, Synergy_Bliss=-4.02, Synergy_Loewe=-16.6, Synergy_HSA=-4.16. (4) Drug 1: C1=C(C(=O)NC(=O)N1)F. Drug 2: C1=CN(C=N1)CC(O)(P(=O)(O)O)P(=O)(O)O. Cell line: SF-539. Synergy scores: CSS=44.0, Synergy_ZIP=-8.53, Synergy_Bliss=-15.4, Synergy_Loewe=-15.0, Synergy_HSA=-12.2. (5) Drug 1: C1=CC(=CC=C1CC(C(=O)O)N)N(CCCl)CCCl.Cl. Drug 2: C1=NC(=NC(=O)N1C2C(C(C(O2)CO)O)O)N. Cell line: PC-3. Synergy scores: CSS=6.77, Synergy_ZIP=-4.98, Synergy_Bliss=-3.82, Synergy_Loewe=-9.65, Synergy_HSA=-3.95. (6) Drug 1: CC1=C(N=C(N=C1N)C(CC(=O)N)NCC(C(=O)N)N)C(=O)NC(C(C2=CN=CN2)OC3C(C(C(C(O3)CO)O)O)OC4C(C(C(C(O4)CO)O)OC(=O)N)O)C(=O)NC(C)C(C(C)C(=O)NC(C(C)O)C(=O)NCCC5=NC(=CS5)C6=NC(=CS6)C(=O)NCCC[S+](C)C)O. Drug 2: COC1=C2C(=CC3=C1OC=C3)C=CC(=O)O2. Cell line: MCF7. Synergy scores: CSS=17.3, Synergy_ZIP=-4.06, Synergy_Bliss=0.383, Synergy_Loewe=-4.52, Synergy_HSA=1.74. (7) Drug 1: C1C(C(OC1N2C=C(C(=O)NC2=O)F)CO)O. Drug 2: CC1CCC2CC(C(=CC=CC=CC(CC(C(=O)C(C(C(=CC(C(=O)CC(OC(=O)C3CCCCN3C(=O)C(=O)C1(O2)O)C(C)CC4CCC(C(C4)OC)OCCO)C)C)O)OC)C)C)C)OC. Cell line: LOX IMVI. Synergy scores: CSS=4.12, Synergy_ZIP=-4.29, Synergy_Bliss=2.80, Synergy_Loewe=-13.5, Synergy_HSA=-1.04.